This data is from Forward reaction prediction with 1.9M reactions from USPTO patents (1976-2016). The task is: Predict the product of the given reaction. (1) Given the reactants C([N:4]1[C:27]2[C:22](=[CH:23][C:24]([Cl:28])=[CH:25][CH:26]=2)[C:6]2([CH2:11][CH2:10][N:9]([CH2:12]/[CH:13]=[CH:14]/[C:15]3[CH:20]=[CH:19][C:18]([Cl:21])=[CH:17][CH:16]=3)[CH2:8][CH2:7]2)[CH2:5]1)(=O)C.[OH-].[Na+].C(N(CC)CC)C, predict the reaction product. The product is: [Cl:28][C:24]1[CH:23]=[C:22]2[C:6]3([CH2:11][CH2:10][N:9]([CH2:12]/[CH:13]=[CH:14]/[C:15]4[CH:16]=[CH:17][C:18]([Cl:21])=[CH:19][CH:20]=4)[CH2:8][CH2:7]3)[CH2:5][NH:4][C:27]2=[CH:26][CH:25]=1. (2) Given the reactants [Cl:1][C:2]1[CH:3]=[C:4]([CH2:9][CH2:10][C:11]([OH:13])=[O:12])[CH:5]=[CH:6][C:7]=1[Cl:8].[CH3:14]O, predict the reaction product. The product is: [CH3:14][O:12][C:11](=[O:13])[CH2:10][CH2:9][C:4]1[CH:5]=[CH:6][C:7]([Cl:8])=[C:2]([Cl:1])[CH:3]=1. (3) Given the reactants [Cl:1][C:2]1[CH:8]=[C:7]([N+:9]([O-:11])=[O:10])[C:5](N)=[C:4]([O:12][CH3:13])[CH:3]=1.S(=O)(=O)(O)O.N([O-])=O.[Na+].[PH2](O)=O, predict the reaction product. The product is: [Cl:1][C:2]1[CH:3]=[C:4]([O:12][CH3:13])[CH:5]=[C:7]([N+:9]([O-:11])=[O:10])[CH:8]=1. (4) The product is: [F:2][C:3]1[C:4]([F:18])=[CH:5][C:6]2[N:15]=[C:14]([N:16]3[CH2:26][CH2:25][NH:24][C@@H:23]([CH2:22][CH2:21][O:20][CH3:19])[CH2:28]3)[C:13]3[CH:12]=[CH:11][S:10][C:9]=3[NH:8][C:7]=2[CH:17]=1. Given the reactants Cl.[F:2][C:3]1[C:4]([F:18])=[CH:5][C:6]2[N:15]=[C:14]([NH2:16])[C:13]3[CH:12]=[CH:11][S:10][C:9]=3[NH:8][C:7]=2[CH:17]=1.[CH3:19][O:20][CH2:21][CH2:22][C@H:23]1[CH2:28]N[CH2:26][CH2:25][NH:24]1.CS(C)=O.C1(C)C=CC=CC=1, predict the reaction product. (5) Given the reactants [CH:1]1([C:7]([CH:9]2[CH2:14][CH2:13][CH:12]([O:15][CH2:16][O:17][CH3:18])[CH2:11][CH2:10]2)=[O:8])[CH2:6][CH2:5][CH2:4][CH2:3][CH2:2]1.[BH4-].[Na+], predict the reaction product. The product is: [CH:1]1([CH:7]([CH:9]2[CH2:14][CH2:13][CH:12]([O:15][CH2:16][O:17][CH3:18])[CH2:11][CH2:10]2)[OH:8])[CH2:6][CH2:5][CH2:4][CH2:3][CH2:2]1. (6) Given the reactants Br[C:2]1[N:7]=[C:6]([C:8]([OH:10])=[O:9])[C:5]([F:11])=[CH:4][CH:3]=1.[F:12][C:13]1[CH:18]=[C:17]([O:19][CH3:20])[CH:16]=[C:15]([F:21])[C:14]=1B(O)O, predict the reaction product. The product is: [F:12][C:13]1[CH:18]=[C:17]([O:19][CH3:20])[CH:16]=[C:15]([F:21])[C:14]=1[C:2]1[N:7]=[C:6]([C:8]([OH:10])=[O:9])[C:5]([F:11])=[CH:4][CH:3]=1. (7) Given the reactants [Si]([O:8][CH2:9][CH2:10][O:11][NH:12][C:13]([C:15]1[C:16]2[CH2:34][CH2:33][CH2:32][C:17]=2[C:18](=[O:31])[N:19]([CH3:30])[C:20]=1[NH:21][C:22]1[CH:27]=[CH:26][C:25]([I:28])=[CH:24][C:23]=1[F:29])=[O:14])(C(C)(C)C)(C)C.CCCC[N+](CCCC)(CCCC)CCCC.[F-], predict the reaction product. The product is: [F:29][C:23]1[CH:24]=[C:25]([I:28])[CH:26]=[CH:27][C:22]=1[NH:21][C:20]1[N:19]([CH3:30])[C:18](=[O:31])[C:17]2[CH2:32][CH2:33][CH2:34][C:16]=2[C:15]=1[C:13]([NH:12][O:11][CH2:10][CH2:9][OH:8])=[O:14].